Dataset: Full USPTO retrosynthesis dataset with 1.9M reactions from patents (1976-2016). Task: Predict the reactants needed to synthesize the given product. Given the product [C:22]([C:21]1[CH:24]=[C:17]([C:15]2[S:14][N:13]=[C:12]([C:7]3[CH:8]=[CH:9][CH:10]=[C:11]4[C:6]=3[CH2:5][CH2:4][C@@H:3]4[NH:2][S:42]([CH2:41][C:40]([O:39][CH3:38])=[O:46])(=[O:44])=[O:43])[N:16]=2)[CH:18]=[CH:19][C:20]=1[O:25][CH:26]([CH3:28])[CH3:27])#[N:23], predict the reactants needed to synthesize it. The reactants are: Cl.[NH2:2][C@@H:3]1[C:11]2[C:6](=[C:7]([C:12]3[N:16]=[C:15]([C:17]4[CH:18]=[CH:19][C:20]([O:25][CH:26]([CH3:28])[CH3:27])=[C:21]([CH:24]=4)[C:22]#[N:23])[S:14][N:13]=3)[CH:8]=[CH:9][CH:10]=2)[CH2:5][CH2:4]1.CCN(C(C)C)C(C)C.[CH3:38][O:39][C:40](=[O:46])[CH2:41][S:42](Cl)(=[O:44])=[O:43].